Dataset: Catalyst prediction with 721,799 reactions and 888 catalyst types from USPTO. Task: Predict which catalyst facilitates the given reaction. (1) Reactant: [CH:1]1[C:14]2[C:5](=[N:6][C:7]3[C:12]([CH:13]=2)=[CH:11][CH:10]=[CH:9][CH:8]=3)[CH:4]=[CH:3][CH:2]=1.[H-].[H-].[H-].[H-].[Li+].[Al+3].C(=O)(O)[O-].[Na+]. Product: [CH:1]1[C:14]2[CH2:13][C:12]3[C:7](=[CH:8][CH:9]=[CH:10][CH:11]=3)[NH:6][C:5]=2[CH:4]=[CH:3][CH:2]=1. The catalyst class is: 1. (2) Reactant: [NH:1]1[C:9]2[CH:8]=[CH:7][N:6]=[C:5]([NH:10][CH2:11][C:12]3[CH:19]=[CH:18][C:15]([C:16]#[N:17])=[CH:14][CH:13]=3)[C:4]=2[CH:3]=[CH:2]1.[C:20](O[C:20]([O:22][C:23]([CH3:26])([CH3:25])[CH3:24])=[O:21])([O:22][C:23]([CH3:26])([CH3:25])[CH3:24])=[O:21].[BH4-].[Na+]. Product: [C:23]([O:22][C:20](=[O:21])[NH:17][CH2:16][C:15]1[CH:18]=[CH:19][C:12]([CH2:11][NH:10][C:5]2[C:4]3[CH:3]=[CH:2][NH:1][C:9]=3[CH:8]=[CH:7][N:6]=2)=[CH:13][CH:14]=1)([CH3:26])([CH3:25])[CH3:24]. The catalyst class is: 652. (3) Reactant: [Cl-].O[NH3+:3].[C:4](=[O:7])([O-])[OH:5].[Na+].CS(C)=O.[CH2:13]([C:17]1[N:22]2[N:23]=[CH:24][N:25]=[C:21]2[N:20]([CH:26]2[CH2:35][CH2:34][C:29]3([O:33][CH2:32][CH2:31][O:30]3)[CH2:28][CH2:27]2)[C:19](=[O:36])[C:18]=1[CH2:37][C:38]1[CH:43]=[CH:42][C:41]([C:44]2[C:45]([C:50]#[N:51])=[CH:46][CH:47]=[CH:48][CH:49]=2)=[CH:40][CH:39]=1)[CH2:14][CH2:15][CH3:16]. Product: [CH2:13]([C:17]1[N:22]2[N:23]=[CH:24][N:25]=[C:21]2[N:20]([CH:26]2[CH2:27][CH2:28][C:29]3([O:33][CH2:32][CH2:31][O:30]3)[CH2:34][CH2:35]2)[C:19](=[O:36])[C:18]=1[CH2:37][C:38]1[CH:39]=[CH:40][C:41]([C:44]2[CH:49]=[CH:48][CH:47]=[CH:46][C:45]=2[C:50]2[NH:3][C:4](=[O:7])[O:5][N:51]=2)=[CH:42][CH:43]=1)[CH2:14][CH2:15][CH3:16]. The catalyst class is: 13. (4) Reactant: [N+:1]([C:4]1[CH:8]=[CH:7][NH:6][CH:5]=1)([O-:3])=[O:2].C(=O)([O-])[O-].[Cs+].[Cs+].Cl[CH2:16][CH2:17][N:18]([CH3:20])[CH3:19]. Product: [CH3:19][N:18]([CH3:20])[CH2:17][CH2:16][N:6]1[CH:7]=[CH:8][C:4]([N+:1]([O-:3])=[O:2])=[CH:5]1. The catalyst class is: 3. (5) Reactant: C[O:2][C:3]([C:5]1[N:9]([CH2:10][C:11]2[CH:16]=[CH:15][C:14]([O:17][CH3:18])=[CH:13][CH:12]=2)[N:8]=[C:7]([NH:19][C:20]([C:22]2[N:26]([CH2:27][C:28]3[CH:33]=[CH:32][C:31]([O:34][CH3:35])=[CH:30][CH:29]=3)[N:25]=[C:24]([NH:36][C:37]([C:39]3[N:43]([CH2:44][C:45]4[CH:50]=[CH:49][C:48]([O:51][CH3:52])=[CH:47][CH:46]=4)[N:42]=[C:41]([N+:53]([O-:55])=[O:54])[CH:40]=3)=[O:38])[CH:23]=2)=[O:21])[CH:6]=1)=[O:4].[OH-].[Li+]. Product: [CH3:18][O:17][C:14]1[CH:13]=[CH:12][C:11]([CH2:10][N:9]2[C:5]([C:3]([OH:4])=[O:2])=[CH:6][C:7]([NH:19][C:20]([C:22]3[N:26]([CH2:27][C:28]4[CH:29]=[CH:30][C:31]([O:34][CH3:35])=[CH:32][CH:33]=4)[N:25]=[C:24]([NH:36][C:37]([C:39]4[N:43]([CH2:44][C:45]5[CH:46]=[CH:47][C:48]([O:51][CH3:52])=[CH:49][CH:50]=5)[N:42]=[C:41]([N+:53]([O-:55])=[O:54])[CH:40]=4)=[O:38])[CH:23]=3)=[O:21])=[N:8]2)=[CH:16][CH:15]=1. The catalyst class is: 200. (6) Reactant: [CH:1]([O-])([O-])OC.[Cl:6][C:7]1[CH:27]=[C:26]([Cl:28])[CH:25]=[CH:24][C:8]=1[CH2:9][NH:10][C:11]1[C:16]([C:17]([NH2:19])=[O:18])=[C:15]([NH:20][NH2:21])[N:14]=[C:13]([S:22][CH3:23])[N:12]=1. The catalyst class is: 3. Product: [Cl:6][C:7]1[CH:27]=[C:26]([Cl:28])[CH:25]=[CH:24][C:8]=1[CH2:9][NH:10][C:11]1[N:12]=[C:13]([S:22][CH3:23])[N:14]2[CH:1]=[N:21][N:20]=[C:15]2[C:16]=1[C:17]([NH2:19])=[O:18]. (7) Reactant: [CH3:1][N:2]1[C:6]2[CH:7]=[CH:8][C:9]([C:11]([F:14])([F:13])[F:12])=[CH:10][C:5]=2[N:4]=[C:3]1[C:15]1[CH:20]=[CH:19][N:18]=[CH:17][C:16]=1[S:21][CH3:22].I([O-])(=O)(=O)=[O:24].[Na+].C(=O)([O-])O.[Na+].S([O-])([O-])(=O)=S.[Na+].[Na+]. Product: [CH3:22][S:21]([C:16]1[CH:17]=[N:18][CH:19]=[CH:20][C:15]=1[C:3]1[N:2]([CH3:1])[C:6]2[CH:7]=[CH:8][C:9]([C:11]([F:14])([F:13])[F:12])=[CH:10][C:5]=2[N:4]=1)=[O:24]. The catalyst class is: 72.